Dataset: Forward reaction prediction with 1.9M reactions from USPTO patents (1976-2016). Task: Predict the product of the given reaction. (1) Given the reactants Cl[C:2]1[N:7]=[CH:6][C:5]2[CH:8]=[N:9][N:10]([S:11]([C:14]3[CH:19]=[CH:18][C:17]([F:20])=[CH:16][CH:15]=3)(=[O:13])=[O:12])[C:4]=2[CH:3]=1.[CH3:21][O:22][C:23]1[CH:30]=[C:29]([O:31][CH3:32])[CH:28]=[CH:27][C:24]=1[CH2:25][NH2:26].CC1(C)C2C(=C(P(C3C=CC=CC=3)C3C=CC=CC=3)C=CC=2)OC2C(P(C3C=CC=CC=3)C3C=CC=CC=3)=CC=CC1=2.CC([O-])(C)C.[K+], predict the reaction product. The product is: [CH3:21][O:22][C:23]1[CH:30]=[C:29]([O:31][CH3:32])[CH:28]=[CH:27][C:24]=1[CH2:25][NH:26][C:2]1[N:7]=[CH:6][C:5]2[CH:8]=[N:9][N:10]([S:11]([C:14]3[CH:19]=[CH:18][C:17]([F:20])=[CH:16][CH:15]=3)(=[O:13])=[O:12])[C:4]=2[CH:3]=1. (2) Given the reactants Br[C:2]1[CH:3]=[C:4]2[C:10]([CH:11]([O:15][CH2:16][CH3:17])[O:12][CH2:13][CH3:14])=[N:9][N:8]([C:18]([O:20][C:21]([CH3:24])([CH3:23])[CH3:22])=[O:19])[C:5]2=[CH:6][N:7]=1.[CH2:25]([N:32]([CH2:40][C:41]1[CH:42]=[C:43](B(O)O)[CH:44]=[N:45][CH:46]=1)[C:33]([O:35][C:36]([CH3:39])([CH3:38])[CH3:37])=[O:34])[C:26]1[CH:31]=[CH:30][CH:29]=[CH:28][CH:27]=1.C([O-])([O-])=O.[K+].[K+].CCOC(C)=O, predict the reaction product. The product is: [CH2:25]([N:32]([CH2:40][C:41]1[CH:42]=[C:43]([C:2]2[CH:3]=[C:4]3[C:10]([CH:11]([O:15][CH2:16][CH3:17])[O:12][CH2:13][CH3:14])=[N:9][N:8]([C:18]([O:20][C:21]([CH3:24])([CH3:23])[CH3:22])=[O:19])[C:5]3=[CH:6][N:7]=2)[CH:44]=[N:45][CH:46]=1)[C:33]([O:35][C:36]([CH3:39])([CH3:38])[CH3:37])=[O:34])[C:26]1[CH:31]=[CH:30][CH:29]=[CH:28][CH:27]=1. (3) Given the reactants [CH:1]1[CH:2]=[CH:3][C:4]2[S:15][C:14]3[CH:13]=[CH:12][CH:11]=[CH:10][C:9]=3[N:8]=[C:7]([N:16]3[CH2:21][CH2:20][N:19]([CH2:22][CH2:23][O:24][CH2:25][CH2:26][OH:27])[CH2:18][CH2:17]3)[C:5]=2[CH:6]=1.[BrH:28], predict the reaction product. The product is: [CH:1]1[CH:2]=[CH:3][C:4]2[S:15][C:14]3[CH:13]=[CH:12][CH:11]=[CH:10][C:9]=3[N:8]=[C:7]([N:16]3[CH2:21][CH2:20][N:19]([CH2:22][CH2:23][O:24][CH2:25][CH2:26][OH:27])[CH2:18][CH2:17]3)[C:5]=2[CH:6]=1.[BrH:28]. (4) Given the reactants C(=O)([O-])[O-].[Cs+].[Cs+].[Br:7][C:8]1[CH:9]=[C:10]2[C:15](=[CH:16][CH:17]=1)[N:14]=[CH:13][CH:12]=[C:11]2[CH2:18][C:19](=[N:27][N:28]1[CH2:32][CH2:31][CH2:30][C:29]1=O)[C:20]1[CH:25]=[CH:24][CH:23]=[C:22]([CH3:26])[N:21]=1, predict the reaction product. The product is: [Br:7][C:8]1[CH:9]=[C:10]2[C:15](=[CH:16][CH:17]=1)[N:14]=[CH:13][CH:12]=[C:11]2[C:18]1[C:19]([C:20]2[CH:25]=[CH:24][CH:23]=[C:22]([CH3:26])[N:21]=2)=[N:27][N:28]2[CH2:32][CH2:31][CH2:30][C:29]=12. (5) Given the reactants [F:1][C:2]1[CH:10]=[C:9]([F:11])[CH:8]=[C:7]([F:12])[C:3]=1[C:4](O)=[O:5].P(Cl)(Cl)(Cl)(Cl)Cl.[N-:19]=[N+:20]=[N-:21].[Na+], predict the reaction product. The product is: [F:1][C:2]1[CH:10]=[C:9]([F:11])[CH:8]=[C:7]([F:12])[C:3]=1[C:4]([N:19]=[N+:20]=[N-:21])=[O:5]. (6) Given the reactants C([O:8][C:9]1[CH:18]=[C:17]2[C:12]([C:13]([C:19]3[C:23]([C:24]4[CH:29]=[CH:28][CH:27]=[CH:26][N:25]=4)=[N:22][N:21]4[CH2:30][CH2:31][CH2:32][C:20]=34)=[CH:14][CH:15]=[N:16]2)=[CH:11][C:10]=1[O:33][CH3:34])C1C=CC=CC=1.C1CC=CCC=1.CO, predict the reaction product. The product is: [CH3:34][O:33][C:10]1[CH:11]=[C:12]2[C:17](=[CH:18][C:9]=1[OH:8])[N:16]=[CH:15][CH:14]=[C:13]2[C:19]1[C:23]([C:24]2[CH:29]=[CH:28][CH:27]=[CH:26][N:25]=2)=[N:22][N:21]2[CH2:30][CH2:31][CH2:32][C:20]=12. (7) Given the reactants Br[C:2]1[C:3]([CH3:11])=[N:4][CH:5]=[C:6]([N+:8]([O-:10])=[O:9])[CH:7]=1.[N:12]1[CH:17]=[CH:16][CH:15]=[C:14]([C:18]2[CH:23]=[CH:22][N:21]=[C:20]([NH2:24])[N:19]=2)[CH:13]=1.C([O-])([O-])=O.[Cs+].[Cs+].CC1(C)C2C(=C(P(C3C=CC=CC=3)C3C=CC=CC=3)C=CC=2)OC2C(P(C3C=CC=CC=3)C3C=CC=CC=3)=CC=CC1=2, predict the reaction product. The product is: [CH3:11][C:3]1[C:2]([NH:24][C:20]2[N:19]=[C:18]([C:14]3[CH:13]=[N:12][CH:17]=[CH:16][CH:15]=3)[CH:23]=[CH:22][N:21]=2)=[CH:7][C:6]([N+:8]([O-:10])=[O:9])=[CH:5][N:4]=1.